This data is from Forward reaction prediction with 1.9M reactions from USPTO patents (1976-2016). The task is: Predict the product of the given reaction. (1) Given the reactants [CH3:1][C:2]([NH:33]C(=O)C(F)(F)F)([CH3:32])[C:3]([NH:5][C:6]1[CH:11]=[CH:10][CH:9]=[C:8]([C:12]2[C:21]3[C:16](=[CH:17][C:18]([O:27][CH2:28][CH3:29])=[C:19]4[O:24][C:23]([CH3:26])([CH3:25])[CH2:22][C:20]4=3)[CH2:15][C:14]([CH3:31])([CH3:30])[N:13]=2)[CH:7]=1)=[O:4].[OH-].[Na+].O, predict the reaction product. The product is: [NH2:33][C:2]([CH3:1])([CH3:32])[C:3]([NH:5][C:6]1[CH:11]=[CH:10][CH:9]=[C:8]([C:12]2[C:21]3[C:16](=[CH:17][C:18]([O:27][CH2:28][CH3:29])=[C:19]4[O:24][C:23]([CH3:25])([CH3:26])[CH2:22][C:20]4=3)[CH2:15][C:14]([CH3:31])([CH3:30])[N:13]=2)[CH:7]=1)=[O:4]. (2) Given the reactants [CH3:1][O:2][C:3]1[CH:4]=[C:5]2[C:10](=[CH:11][CH:12]=1)[CH:9]=[C:8]([CH:13]1[CH2:18][NH:17][CH2:16][CH2:15][NH:14]1)[CH:7]=[CH:6]2.Cl[C:20]1[C:29]2[C:24](=[CH:25][C:26]([O:32][CH3:33])=[C:27]([O:30][CH3:31])[CH:28]=2)[N:23]=[CH:22][N:21]=1, predict the reaction product. The product is: [CH3:31][O:30][C:27]1[CH:28]=[C:29]2[C:24](=[CH:25][C:26]=1[O:32][CH3:33])[N:23]=[CH:22][N:21]=[C:20]2[N:17]1[CH2:16][CH2:15][NH:14][CH:13]([C:8]2[CH:7]=[CH:6][C:5]3[C:10](=[CH:11][CH:12]=[C:3]([O:2][CH3:1])[CH:4]=3)[CH:9]=2)[CH2:18]1. (3) Given the reactants [F:1][C:2]1[CH:7]=[CH:6][C:5]([N:8]2[C:16]3[N:15]=[C:14]4[CH2:17][CH2:18][CH2:19][C:20](=[O:29])/[C:21](=[CH:22]/[C:23]5[CH:28]=[CH:27][CH:26]=[CH:25][N:24]=5)/[C:13]4=[CH:12][C:11]=3[CH:10]=[N:9]2)=[CH:4][CH:3]=1, predict the reaction product. The product is: [F:1][C:2]1[CH:3]=[CH:4][C:5]([N:8]2[C:16]3[N:15]=[C:14]4[CH2:17][CH2:18][CH2:19][C:20](=[O:29])[CH:21]([CH2:22][C:23]5[CH:28]=[CH:27][CH:26]=[CH:25][N:24]=5)[C:13]4=[CH:12][C:11]=3[CH:10]=[N:9]2)=[CH:6][CH:7]=1. (4) The product is: [NH2:1][C:2]1[N:7]([C:8]2[CH:9]=[CH:10][C:11]([N:14]([C:31]([NH:30][C:23]3[CH:24]=[CH:25][CH:26]=[C:21]([CH2:19][CH3:20])[CH:22]=3)=[O:32])[CH3:15])=[CH:12][CH:13]=2)[CH2:6][N:5]=[C:4]2[S:16][CH:17]=[CH:18][C:3]=12. Given the reactants [NH2:1][C:2]1[N:7]([C:8]2[CH:13]=[CH:12][C:11]([NH:14][CH3:15])=[CH:10][CH:9]=2)[CH2:6][N:5]=[C:4]2[S:16][CH:17]=[CH:18][C:3]=12.[CH2:19]([C:21]1[CH:26]=[CH:25][CH:24]=[CH:23][C:22]=1N=C=O)[CH3:20].[N-:30]=[C:31]=[O:32], predict the reaction product. (5) Given the reactants [O:1]1[CH2:6]COCC1.Cl.[CH:8]([C:11]([NH:13][CH:14]1[CH2:19][CH2:18][CH:17]([CH2:20][NH:21]C(=O)OC(C)(C)C)[CH2:16][CH2:15]1)=O)(C)C.[CH3:29]COCC, predict the reaction product. The product is: [NH2:21][CH2:20][CH:17]1[CH2:16][CH2:15][CH:14]([N:13]([CH:11]([CH3:8])[CH3:29])[CH:6]=[O:1])[CH2:19][CH2:18]1.